From a dataset of Full USPTO retrosynthesis dataset with 1.9M reactions from patents (1976-2016). Predict the reactants needed to synthesize the given product. Given the product [CH2:1]([CH:18]([CH:19]([OH:38])[CH2:20][CH2:21][CH2:22][CH2:23][CH2:24][CH2:25][CH2:26][CH2:27]/[CH:28]=[CH:29]\[CH2:30]/[CH:31]=[CH:32]\[CH2:33][CH2:34][CH2:35][CH2:36][CH3:37])[CH:39]([OH:57])[CH2:40][CH2:41][CH2:42][CH2:43][CH2:44][CH2:45][CH2:46]/[CH:47]=[CH:48]\[CH2:49]/[CH:50]=[CH:51]\[CH2:52][CH2:53][CH2:54][CH2:55][CH3:56])[CH2:2][CH2:3][CH2:4][CH2:5][CH2:6][CH2:7]/[CH:8]=[CH:9]\[CH2:10]/[CH:11]=[CH:12]\[CH2:13][CH2:14][CH2:15][CH2:16][CH3:17], predict the reactants needed to synthesize it. The reactants are: [CH2:1]([CH:18]([CH:39]([OH:57])[CH2:40][CH2:41][CH2:42][CH2:43][CH2:44][CH2:45][CH2:46]/[CH:47]=[CH:48]\[CH2:49]/[CH:50]=[CH:51]\[CH2:52][CH2:53][CH2:54][CH2:55][CH3:56])[C:19](=[O:38])[CH2:20][CH2:21][CH2:22][CH2:23][CH2:24][CH2:25][CH2:26][CH2:27]/[CH:28]=[CH:29]\[CH2:30]/[CH:31]=[CH:32]\[CH2:33][CH2:34][CH2:35][CH2:36][CH3:37])[CH2:2][CH2:3][CH2:4][CH2:5][CH2:6][CH2:7]/[CH:8]=[CH:9]\[CH2:10]/[CH:11]=[CH:12]\[CH2:13][CH2:14][CH2:15][CH2:16][CH3:17].O(O)O.[BH4-].[Na+].